From a dataset of Forward reaction prediction with 1.9M reactions from USPTO patents (1976-2016). Predict the product of the given reaction. Given the reactants [NH2:1][C:2]1[C:3]2[C:10]([C:11]3[CH:16]=[CH:15][C:14]([OH:17])=[CH:13][CH:12]=3)=[CH:9][N:8]([CH:18]3[CH2:22][CH2:21][O:20][CH2:19]3)[C:4]=2[N:5]=[CH:6][N:7]=1.F[C:24]1[CH:31]=[CH:30][CH:29]=[C:28]([NH:32][CH2:33][CH2:34][C:35]2[CH:40]=[CH:39][N:38]=[CH:37][CH:36]=2)[C:25]=1[C:26]#[N:27].C(=O)([O-])[O-].[K+].[K+].CN(C)C=O, predict the reaction product. The product is: [NH2:1][C:2]1[C:3]2[C:10]([C:11]3[CH:16]=[CH:15][C:14]([O:17][C:24]4[CH:31]=[CH:30][CH:29]=[C:28]([NH:32][CH2:33][CH2:34][C:35]5[CH:36]=[CH:37][N:38]=[CH:39][CH:40]=5)[C:25]=4[C:26]#[N:27])=[CH:13][CH:12]=3)=[CH:9][N:8]([CH:18]3[CH2:22][CH2:21][O:20][CH2:19]3)[C:4]=2[N:5]=[CH:6][N:7]=1.